This data is from Forward reaction prediction with 1.9M reactions from USPTO patents (1976-2016). The task is: Predict the product of the given reaction. (1) The product is: [I:8][C:4]1[CH:3]=[C:2]([CH:7]=[CH:6][CH:5]=1)[CH2:11][C@@H:12]1[CH2:16][CH2:15][CH2:14][NH:13]1. Given the reactants I[C:2]1[CH:7]=[CH:6][CH:5]=[C:4]([I:8])[CH:3]=1.S1(=O)(=O)[N:13]2[CH2:14][CH2:15][CH2:16][C@H:12]2[CH2:11]O1, predict the reaction product. (2) Given the reactants Cl[C:2]1[CH:3]=[CH:4][C:5]([O:32][CH3:33])=[C:6]([N:8]([CH2:20][CH2:21][C:22]2[CH:27]=[CH:26][C:25]([C:28]([F:31])([F:30])[F:29])=[CH:24][CH:23]=2)[C:9](=[O:19])[C:10](=[N:17]O)[C:11]2[CH:16]=[CH:15][CH:14]=[CH:13][CH:12]=2)[CH:7]=1.C(O)(C(F)(F)F)=O, predict the reaction product. The product is: [NH2:17][CH:10]([C:11]1[CH:12]=[CH:13][CH:14]=[CH:15][CH:16]=1)[C:9]([N:8]([C:6]1[CH:7]=[CH:2][CH:3]=[CH:4][C:5]=1[O:32][CH3:33])[CH2:20][CH2:21][C:22]1[CH:23]=[CH:24][C:25]([C:28]([F:30])([F:31])[F:29])=[CH:26][CH:27]=1)=[O:19]. (3) Given the reactants [F:1][C:2]1[CH:3]=[CH:4][C:5]2[N:9]3[C:10](=[O:24])[NH:11][C@H:12]([CH2:13][C:14]4[CH:19]=[CH:18][C:17]([C:20]([F:23])([F:22])[F:21])=[CH:16][CH:15]=4)[C:8]3=[N:7][C:6]=2[CH:25]=1.FC1C=CC2N=C3[C@@H](CC4C=CC(C(F)(F)F)=CC=4)NC(=O)N3C=2C=1.Cl.[NH2:52][C:53]12[CH2:60][CH2:59][C:56]([OH:61])([CH2:57][CH2:58]1)[CH2:55][CH2:54]2.C(O)(C(F)(F)F)=O, predict the reaction product. The product is: [F:1][C:2]1[CH:3]=[CH:4][C:5]2[NH:9][C:8]([C@H:12]([NH:11][C:10]([NH:52][C:53]34[CH2:60][CH2:59][C:56]([OH:61])([CH2:57][CH2:58]3)[CH2:55][CH2:54]4)=[O:24])[CH2:13][C:14]3[CH:19]=[CH:18][C:17]([C:20]([F:21])([F:22])[F:23])=[CH:16][CH:15]=3)=[N:7][C:6]=2[CH:25]=1. (4) Given the reactants [NH2:1][C:2]1[C:7]([CH2:8][OH:9])=[CH:6][CH:5]=[CH:4][C:3]=1[NH:10][C:11]([C:13]1[C:17]([NH:18][C:19](=[O:28])[C:20]2[C:25]([F:26])=[CH:24][CH:23]=[CH:22][C:21]=2[F:27])=[CH:16][NH:15][N:14]=1)=O.[C:29]([OH:32])(=[O:31])[CH3:30], predict the reaction product. The product is: [F:27][C:21]1[CH:22]=[CH:23][CH:24]=[C:25]([F:26])[C:20]=1[C:19]([NH:18][C:17]1[C:13]([C:11]2[NH:10][C:3]3[CH:4]=[CH:5][CH:6]=[C:7]([CH2:8][OH:9])[C:2]=3[N:1]=2)=[N:14][NH:15][CH:16]=1)=[O:28].[F:27][C:21]1[CH:22]=[CH:23][CH:24]=[C:25]([F:26])[C:20]=1[C:19]([NH:18][C:17]1[C:13]([C:11]2[NH:10][C:3]3[CH:4]=[CH:5][CH:6]=[C:7]([CH2:8][O:31][C:29](=[O:32])[CH3:30])[C:2]=3[N:1]=2)=[N:14][NH:15][CH:16]=1)=[O:28]. (5) The product is: [O:38]1[CH2:42][CH2:41][O:40][CH:39]1[CH2:43][N:44]([CH3:45])[C:21]1[N:20]=[C:19]([O:18][C:11]2[C:12]3[C:17](=[CH:16][CH:15]=[CH:14][CH:13]=3)[C:8]([NH:7][C:5](=[O:6])[C:4]3[CH:29]=[C:30]([N:32]4[CH2:37][CH2:36][O:35][CH2:34][CH2:33]4)[CH:31]=[C:2]([F:1])[CH:3]=3)=[CH:9][CH:10]=2)[CH:24]=[CH:23][N:22]=1. Given the reactants [F:1][C:2]1[CH:3]=[C:4]([CH:29]=[C:30]([N:32]2[CH2:37][CH2:36][O:35][CH2:34][CH2:33]2)[CH:31]=1)[C:5]([NH:7][C:8]1[C:17]2[C:12](=[CH:13][CH:14]=[CH:15][CH:16]=2)[C:11]([O:18][C:19]2[CH:24]=[CH:23][N:22]=[C:21](S(C)(=O)=O)[N:20]=2)=[CH:10][CH:9]=1)=[O:6].[O:38]1[CH2:42][CH2:41][O:40][CH:39]1[CH2:43][NH:44][CH3:45], predict the reaction product. (6) Given the reactants [F:1][C:2]([F:25])([F:24])[C:3]1[CH:8]=[CH:7][C:6]([NH:9][C:10](=[O:23])[CH2:11][CH2:12][CH2:13][CH2:14][CH2:15][CH2:16][CH2:17][CH2:18][CH2:19][CH2:20][CH2:21][Br:22])=[CH:5][CH:4]=1.[N:26]1[CH:31]=[CH:30][CH:29]=[CH:28][CH:27]=1, predict the reaction product. The product is: [Br-:22].[F:1][C:2]([F:25])([F:24])[C:3]1[CH:8]=[CH:7][C:6]([NH:9][C:10]([CH2:11][CH2:12][CH2:13][CH2:14][CH2:15][CH2:16][CH2:17][CH2:18][CH2:19][CH2:20][CH2:21][N+:26]2[CH:31]=[CH:30][CH:29]=[CH:28][CH:27]=2)=[O:23])=[CH:5][CH:4]=1.